Dataset: Clinical trial toxicity outcomes and FDA approval status for drugs. Task: Regression/Classification. Given a drug SMILES string, predict its toxicity properties. Task type varies by dataset: regression for continuous values (e.g., LD50, hERG inhibition percentage) or binary classification for toxic/non-toxic outcomes (e.g., AMES mutagenicity, cardiotoxicity, hepatotoxicity). Dataset: clintox. (1) The molecule is N#Cc1cc(NC(=O)C(=O)[O-])c(Cl)c(NC(=O)C(=O)[O-])c1. The result is 0 (passed clinical trial). (2) The compound is C[NH+]1CCN(C(=O)O[C@H]2c3nccnc3C(=O)N2c2ccc(Cl)cn2)CC1. The result is 0 (passed clinical trial). (3) The compound is O=c1n(CCC[NH+]2CCN(c3cccc(Cl)c3)CC2)nc2ccccn12. The result is 0 (passed clinical trial). (4) The drug is CO[C@@]1(NC(=O)CSCC#N)C(=O)N2C(C(=O)[O-])=C(CSc3nnnn3C)CS[C@@H]21. The result is 0 (passed clinical trial). (5) The molecule is CC(=O)Oc1ccccc1C(=O)O. The result is 1 (failed clinical trial for toxicity). (6) The molecule is C[C@]12C[C@H](O)[C@H]3[C@@H](CCC4=CC(=O)CC[C@@]43C)[C@@H]1CC[C@]2(O)C(=O)CO. The result is 1 (failed clinical trial for toxicity).